From a dataset of Catalyst prediction with 721,799 reactions and 888 catalyst types from USPTO. Predict which catalyst facilitates the given reaction. (1) Reactant: [O:1]([CH2:8][C:9]1[N:13]([CH2:14][C:15]2[CH:20]=[CH:19][C:18]([O:21][C:22]([F:25])([F:24])[F:23])=[CH:17][CH:16]=2)[C:12]2[CH:26]=[CH:27][C:28]([C:30]([OH:32])=O)=[CH:29][C:11]=2[N:10]=1)[C:2]1[CH:7]=[CH:6][CH:5]=[CH:4][CH:3]=1.CC(C)N=C=NC(C)C.[CH3:42][O:43][C:44]1[CH:51]=[CH:50][C:47]([CH2:48][NH2:49])=[CH:46][CH:45]=1. Product: [CH3:42][O:43][C:44]1[CH:51]=[CH:50][C:47]([CH2:48][NH:49][C:30]([C:28]2[CH:27]=[CH:26][C:12]3[N:13]([CH2:14][C:15]4[CH:20]=[CH:19][C:18]([O:21][C:22]([F:23])([F:25])[F:24])=[CH:17][CH:16]=4)[C:9]([CH2:8][O:1][C:2]4[CH:7]=[CH:6][CH:5]=[CH:4][CH:3]=4)=[N:10][C:11]=3[CH:29]=2)=[O:32])=[CH:46][CH:45]=1. The catalyst class is: 1. (2) Reactant: [CH:1]1([C:7]2([CH3:15])[N:11]([CH3:12])[C:10](=[O:13])[NH:9][C:8]2=[O:14])[CH2:6][CH2:5][CH2:4][CH:3]=[CH:2]1.C(=O)([O-])[O-].[K+].[K+].Br[CH2:23][C:24]([C:26]1[CH:31]=[CH:30][CH:29]=[CH:28][CH:27]=1)=[O:25].C(Cl)Cl. Product: [CH:1]1([C:7]2([CH3:15])[N:11]([CH3:12])[C:10](=[O:13])[N:9]([CH2:23][C:24](=[O:25])[C:26]3[CH:31]=[CH:30][CH:29]=[CH:28][CH:27]=3)[C:8]2=[O:14])[CH2:6][CH2:5][CH2:4][CH:3]=[CH:2]1. The catalyst class is: 18.